Dataset: Full USPTO retrosynthesis dataset with 1.9M reactions from patents (1976-2016). Task: Predict the reactants needed to synthesize the given product. (1) Given the product [F:23][C:3]1[C:2]([C:33]#[C:32][C@@:30]([OH:34])([C:27]2[N:26]=[C:25]([CH3:24])[O:29][N:28]=2)[CH3:31])=[CH:22][C:6]2[C:7]3[N:8]([C:12]([C:18]([NH:20][CH3:21])=[O:19])=[C:13]([C:15]([NH2:17])=[O:16])[N:14]=3)[CH2:9][CH2:10][O:11][C:5]=2[CH:4]=1, predict the reactants needed to synthesize it. The reactants are: Br[C:2]1[C:3]([F:23])=[CH:4][C:5]2[O:11][CH2:10][CH2:9][N:8]3[C:12]([C:18]([NH:20][CH3:21])=[O:19])=[C:13]([C:15]([NH2:17])=[O:16])[N:14]=[C:7]3[C:6]=2[CH:22]=1.[CH3:24][C:25]1[O:29][N:28]=[C:27]([C@:30]([OH:34])([C:32]#[CH:33])[CH3:31])[N:26]=1. (2) Given the product [OH:22][CH2:21][CH2:20][CH2:19][NH:18][C:14](=[O:16])/[CH:13]=[CH:12]/[C:7]1[CH:8]=[CH:9][CH:10]=[CH:11][C:6]=1[S:5][CH2:4][CH2:3][CH:2]([CH3:1])[CH3:17], predict the reactants needed to synthesize it. The reactants are: [CH3:1][CH:2]([CH3:17])[CH2:3][CH2:4][S:5][C:6]1[CH:11]=[CH:10][CH:9]=[CH:8][C:7]=1/[CH:12]=[CH:13]/[C:14]([OH:16])=O.[NH2:18][CH2:19][CH2:20][CH2:21][OH:22]. (3) Given the product [C:21]([NH:25][S:26]([C:29]1[CH:30]=[C:31]([C:2]2[C:11]([O:12][CH2:13][O:14][CH2:15][CH2:16][O:17][CH3:18])=[C:10]([CH:19]=[O:20])[CH:9]=[C:4]([C:5]([O:7][CH3:8])=[O:6])[CH:3]=2)[CH:32]=[CH:33][CH:34]=1)(=[O:28])=[O:27])([CH3:24])([CH3:22])[CH3:23], predict the reactants needed to synthesize it. The reactants are: Br[C:2]1[CH:3]=[C:4]([CH:9]=[C:10]([CH:19]=[O:20])[C:11]=1[O:12][CH2:13][O:14][CH2:15][CH2:16][O:17][CH3:18])[C:5]([O:7][CH3:8])=[O:6].[C:21]([NH:25][S:26]([C:29]1[CH:34]=[CH:33][CH:32]=[C:31](B2OC(C)(C)C(C)(C)O2)[CH:30]=1)(=[O:28])=[O:27])([CH3:24])([CH3:23])[CH3:22]. (4) Given the product [OH:26][CH:24]1[C:23]2[C:18](=[CH:19][CH:20]=[CH:21][CH:22]=2)[O:17][C:14]2([CH2:13][CH2:12][N:11]([C:9]([C:8]3[CH:27]=[CH:28][C:5]([O:4][CH:1]([CH3:2])[CH3:3])=[C:6]([O:29][CH3:30])[CH:7]=3)=[O:10])[CH2:16][CH2:15]2)[CH2:25]1, predict the reactants needed to synthesize it. The reactants are: [CH:1]([O:4][C:5]1[CH:28]=[CH:27][C:8]([C:9]([N:11]2[CH2:16][CH2:15][C:14]3([CH2:25][C:24](=[O:26])[C:23]4[C:18](=[CH:19][CH:20]=[CH:21][CH:22]=4)[O:17]3)[CH2:13][CH2:12]2)=[O:10])=[CH:7][C:6]=1[O:29][CH3:30])([CH3:3])[CH3:2].[BH4-].[Na+]. (5) Given the product [NH:23]1[CH:22]=[C:21]([CH2:20][CH:19]([NH:18][C:2]2[N:7]=[C:6]([C:8]3[CH:17]=[CH:16][C:15]4[C:10](=[CH:11][CH:12]=[CH:13][CH:14]=4)[CH:9]=3)[CH:5]=[CH:4][N:3]=2)[C:26]([OH:28])=[O:27])[N:25]=[CH:24]1, predict the reactants needed to synthesize it. The reactants are: Cl[C:2]1[N:7]=[C:6]([C:8]2[CH:17]=[CH:16][C:15]3[C:10](=[CH:11][CH:12]=[CH:13][CH:14]=3)[CH:9]=2)[CH:5]=[CH:4][N:3]=1.[NH2:18][CH:19]([C:26]([OH:28])=[O:27])[CH2:20][C:21]1[N:25]=[CH:24][NH:23][CH:22]=1.[H-].[Na+]. (6) Given the product [Br:1][C:2]1[N:7]=[C:6]([NH2:8])[C:5]([O:11][CH3:12])=[CH:4][CH:3]=1, predict the reactants needed to synthesize it. The reactants are: [Br:1][C:2]1[N:7]=[C:6]([N+:8]([O-])=O)[C:5]([O:11][CH3:12])=[CH:4][CH:3]=1. (7) Given the product [CH3:1][CH:2]([CH3:22])[CH:3]([C:5]1[O:6][C:7]2[CH:14]=[CH:13][C:12]([O:15][CH:16]3[CH2:17][CH2:18][S:19][CH2:20][CH2:21]3)=[CH:11][C:8]=2[C:9]=1[CH3:10])[OH:4], predict the reactants needed to synthesize it. The reactants are: [CH3:1][CH:2]([CH3:22])[C:3]([C:5]1[O:6][C:7]2[CH:14]=[CH:13][C:12]([O:15][CH:16]3[CH2:21][CH2:20][S:19][CH2:18][CH2:17]3)=[CH:11][C:8]=2[C:9]=1[CH3:10])=[O:4].[BH4-].[Na+].O. (8) Given the product [CH3:19][C:15]1[N:14]=[C:13]([C:11]2[NH:2][C:1](=[O:3])[C:4]3[C:5](=[CH:6][CH:7]=[CH:8][CH:9]=3)[N:10]=2)[CH:18]=[CH:17][CH:16]=1, predict the reactants needed to synthesize it. The reactants are: [C:1]([C:4]1[CH:9]=[CH:8][CH:7]=[CH:6][C:5]=1[NH:10][C:11]([C:13]1[CH:18]=[CH:17][CH:16]=[C:15]([CH3:19])[N:14]=1)=O)(=[O:3])[NH2:2].